This data is from Catalyst prediction with 721,799 reactions and 888 catalyst types from USPTO. The task is: Predict which catalyst facilitates the given reaction. Reactant: [Cl:1][C:2]1[CH:7]=[CH:6][C:5]([C:8]([N:10]=[C:11]=[S:12])=[O:9])=[CH:4][CH:3]=1.[CH3:13][O:14][C:15]1[CH:16]=[C:17]2[C:22](=[CH:23][C:24]=1[O:25][CH3:26])[N:21]=[CH:20][CH:19]=[C:18]2[O:27][C:28]1[CH:34]=[CH:33][C:31]([NH2:32])=[C:30]([CH3:35])[CH:29]=1.C1(C)C=CC=CC=1. Product: [Cl:1][C:2]1[CH:3]=[CH:4][C:5]([C:8]([NH:10][C:11]([NH:32][C:31]2[CH:33]=[CH:34][C:28]([O:27][C:18]3[C:17]4[C:22](=[CH:23][C:24]([O:25][CH3:26])=[C:15]([O:14][CH3:13])[CH:16]=4)[N:21]=[CH:20][CH:19]=3)=[CH:29][C:30]=2[CH3:35])=[S:12])=[O:9])=[CH:6][CH:7]=1. The catalyst class is: 8.